From a dataset of Full USPTO retrosynthesis dataset with 1.9M reactions from patents (1976-2016). Predict the reactants needed to synthesize the given product. (1) Given the product [CH2:1]([O:2][C:3]([C:5]1[S:14][C:8]2[N:9]=[CH:10][N:11]=[C:12]([NH:26][CH:24]([C:21]3[CH:22]=[CH:23][C:18]([O:17][CH3:16])=[CH:19][CH:20]=3)[CH3:25])[C:7]=2[C:6]=1[OH:15])=[O:4])[CH3:27], predict the reactants needed to synthesize it. The reactants are: [CH3:1][O:2][C:3]([C:5]1[S:14][C:8]2[N:9]=[CH:10][N:11]=[C:12](Cl)[C:7]=2[C:6]=1[OH:15])=[O:4].[CH3:16][O:17][C:18]1[CH:23]=[CH:22][C:21]([CH:24]([NH2:26])[CH3:25])=[CH:20][CH:19]=1.[CH2:27](N(CC)CC)C. (2) Given the product [CH2:7]([O:6][C:4]([C:3]1[N:27]=[C:18]([C:19]2[CH:20]=[N:21][C:22]([O:25][CH3:26])=[CH:23][CH:24]=2)[N:17]([C:14]2[CH:13]=[CH:12][C:11]([F:10])=[CH:16][CH:15]=2)[CH:2]=1)=[O:5])[CH3:8], predict the reactants needed to synthesize it. The reactants are: Br[CH2:2][C:3](=O)[C:4]([O:6][CH2:7][CH3:8])=[O:5].[F:10][C:11]1[CH:16]=[CH:15][C:14]([NH:17][C:18](=[NH:27])[C:19]2[CH:24]=[CH:23][C:22]([O:25][CH3:26])=[N:21][CH:20]=2)=[CH:13][CH:12]=1.